From a dataset of Forward reaction prediction with 1.9M reactions from USPTO patents (1976-2016). Predict the product of the given reaction. (1) Given the reactants [Cl:1][C:2]1[N:3]=[CH:4][N:5]([CH2:29][O:30][CH2:31][CH2:32][Si:33]([CH3:36])([CH3:35])[CH3:34])[C:6]=1[C:7]([NH:9][CH2:10][C:11]1[CH:16]=[CH:15][C:14]([Cl:17])=[C:13]([O:18][C:19]2[CH:24]=[C:23]([CH:25]=C)[CH:22]=[C:21]([Cl:27])[CH:20]=2)[C:12]=1[F:28])=[O:8].I([O-])(=O)(=O)=[O:38].[Na+], predict the reaction product. The product is: [Cl:1][C:2]1[N:3]=[CH:4][N:5]([CH2:29][O:30][CH2:31][CH2:32][Si:33]([CH3:36])([CH3:35])[CH3:34])[C:6]=1[C:7]([NH:9][CH2:10][C:11]1[CH:16]=[CH:15][C:14]([Cl:17])=[C:13]([O:18][C:19]2[CH:24]=[C:23]([CH:25]=[O:38])[CH:22]=[C:21]([Cl:27])[CH:20]=2)[C:12]=1[F:28])=[O:8]. (2) Given the reactants [H-].[Na+].[Br:3][C:4]1[CH:12]=[C:11]2[C:7]([C:8](=[O:14])[C:9](=[O:13])[NH:10]2)=[CH:6][CH:5]=1.[CH3:15][O:16][C:17](=[O:26])[CH:18](Br)[CH2:19][CH:20]1[CH2:24][CH2:23][CH2:22][CH2:21]1, predict the reaction product. The product is: [CH3:15][O:16][C:17](=[O:26])[CH:18]([N:10]1[C:11]2[C:7](=[CH:6][CH:5]=[C:4]([Br:3])[CH:12]=2)[C:8](=[O:14])[C:9]1=[O:13])[CH2:19][CH:20]1[CH2:21][CH2:22][CH2:23][CH2:24]1. (3) Given the reactants [OH:1][C@H:2]([CH:8]([CH3:10])[CH3:9])[C:3]([O:5][CH2:6][CH3:7])=[O:4].O[C:12]1[CH:19]=[CH:18][C:15]([CH:16]=[O:17])=[CH:14][CH:13]=1.C1(P(C2C=CC=CC=2)C2C=CC=CC=2)C=CC=CC=1.N(C(OC(C)C)=O)=NC(OC(C)C)=O, predict the reaction product. The product is: [CH:16]([C:15]1[CH:18]=[CH:19][C:12]([O:1][C@@H:2]([CH:8]([CH3:10])[CH3:9])[C:3]([O:5][CH2:6][CH3:7])=[O:4])=[CH:13][CH:14]=1)=[O:17]. (4) Given the reactants [CH3:1][O:2][C:3](=[O:26])[C:4](O)([C:21]([F:24])([F:23])[F:22])[C:5]1[C:9](=[O:10])[N:8]([C:11]2[CH:16]=[CH:15][C:14]([CH:17]([CH3:19])[CH3:18])=[CH:13][CH:12]=2)[NH:7][C:6]=1[CH3:20].S(Cl)(Cl)=O, predict the reaction product. The product is: [CH3:1][O:2][C:3](=[O:26])[C:4](=[C:5]1[C:9](=[O:10])[N:8]([C:11]2[CH:12]=[CH:13][C:14]([CH:17]([CH3:18])[CH3:19])=[CH:15][CH:16]=2)[N:7]=[C:6]1[CH3:20])[C:21]([F:23])([F:24])[F:22]. (5) Given the reactants [CH3:1][C:2]1[CH:3]=[CH:4][CH:5]=[C:6]2[C:11]=1[C:10](=[O:12])[N:9]([C:13]1[CH:18]=[CH:17][CH:16]=[CH:15][C:14]=1[CH3:19])[C:8]([CH:20]([NH:22][C:23]1[N:31]=[CH:30][N:29]=[C:28]3[C:24]=1[N:25]=[CH:26][N:27]3C1CCCCO1)[CH3:21])=[CH:7]2.C([O-])(O)=O.[Na+], predict the reaction product. The product is: [N:31]1[C:23]([NH:22][CH:20]([C:8]2[N:9]([C:13]3[CH:18]=[CH:17][CH:16]=[CH:15][C:14]=3[CH3:19])[CH2:10][C:11]3[C:6]([CH:7]=2)=[CH:5][CH:4]=[CH:3][C:2]=3[CH3:1])[CH3:21])=[C:24]2[C:28]([NH:27][CH:26]=[N:25]2)=[N:29][CH:30]=1.[N:31]1[C:23]([NH:22][CH:20]([C:8]2[N:9]([C:13]3[CH:18]=[CH:17][CH:16]=[CH:15][C:14]=3[CH3:19])[C:10](=[O:12])[C:11]3[C:6]([CH:7]=2)=[CH:5][CH:4]=[CH:3][C:2]=3[CH3:1])[CH3:21])=[C:24]2[C:28]([NH:27][CH:26]=[N:25]2)=[N:29][CH:30]=1. (6) The product is: [Cl:1][C:2]1[CH:3]=[C:4]([C:7]2[C:11]([I:12])=[CH:10][NH:9][N:8]=2)[S:5][CH:6]=1. Given the reactants [Cl:1][C:2]1[CH:3]=[C:4]([C:7]2[CH:11]=[CH:10][NH:9][N:8]=2)[S:5][CH:6]=1.[I:12]N1C(=O)CCC1=O.S([O-])([O-])(=O)=S.[Na+].[Na+].C(=O)([O-])[O-].[Na+].[Na+], predict the reaction product.